The task is: Predict the reactants needed to synthesize the given product.. This data is from Full USPTO retrosynthesis dataset with 1.9M reactions from patents (1976-2016). (1) Given the product [C:8](=[O:47])([O:7][C:1]1[CH:6]=[CH:5][CH:4]=[CH:3][CH:2]=1)[O:9][C@@:10]([CH3:46])([C:13](=[O:45])[C@@H:14]([NH:22][C:23](=[O:44])[C@@H:24]([NH:28][C:29](=[O:43])[C@@H:30]([NH:34][C:35]([C:37]1[S:41][C:40]([CH3:42])=[N:39][CH:38]=1)=[O:36])[CH2:31][O:32][CH3:33])[CH2:25][O:26][CH3:27])[CH2:15][C:16]1[CH:21]=[CH:20][CH:19]=[CH:18][CH:17]=1)[CH2:11][I:12], predict the reactants needed to synthesize it. The reactants are: [C:1]1([OH:7])[CH:6]=[CH:5][CH:4]=[CH:3][CH:2]=1.[C:8](Cl)(=[O:47])[O:9][C@@:10]([CH3:46])([C:13](=[O:45])[C@@H:14]([NH:22][C:23](=[O:44])[C@@H:24]([NH:28][C:29](=[O:43])[C@@H:30]([NH:34][C:35]([C:37]1[S:41][C:40]([CH3:42])=[N:39][CH:38]=1)=[O:36])[CH2:31][O:32][CH3:33])[CH2:25][O:26][CH3:27])[CH2:15][C:16]1[CH:21]=[CH:20][CH:19]=[CH:18][CH:17]=1)[CH2:11][I:12]. (2) Given the product [CH3:34][C:7]1[CH:8]=[CH:9][C:10]([S:12](=[O:33])(=[O:32])[NH:13][C:14]2[CH:15]=[CH:16][C:17]([S:20][CH2:21][C:22]3[CH:27]=[CH:26][C:25]([C:28]([F:31])([F:30])[F:29])=[CH:24][CH:23]=3)=[CH:18][CH:19]=2)=[CH:11][C:6]=1[C:5]([OH:35])=[O:4], predict the reactants needed to synthesize it. The reactants are: [OH-].[Na+].C[O:4][C:5](=[O:35])[C:6]1[CH:11]=[C:10]([S:12](=[O:33])(=[O:32])[NH:13][C:14]2[CH:19]=[CH:18][C:17]([S:20][CH2:21][C:22]3[CH:27]=[CH:26][C:25]([C:28]([F:31])([F:30])[F:29])=[CH:24][CH:23]=3)=[CH:16][CH:15]=2)[CH:9]=[CH:8][C:7]=1[CH3:34]. (3) The reactants are: [F:1][C:2]1[C:3]([CH:10]=O)=[N:4][CH:5]=[C:6]([O:8][CH3:9])[CH:7]=1.[NH2:12][C:13]1[CH:21]=[C:20]([O:22][CH3:23])[CH:19]=[C:18]([O:24][CH3:25])[C:14]=1[C:15]([NH2:17])=[O:16].OS([O-])=O.[Na+].O.C1(C)C=CC(S(O)(=O)=O)=CC=1. Given the product [F:1][C:2]1[C:3]([C:10]2[NH:17][C:15](=[O:16])[C:14]3[C:13](=[CH:21][C:20]([O:22][CH3:23])=[CH:19][C:18]=3[O:24][CH3:25])[N:12]=2)=[N:4][CH:5]=[C:6]([O:8][CH3:9])[CH:7]=1, predict the reactants needed to synthesize it. (4) Given the product [C:29]([NH:28][NH:36][C:5](=[O:7])[C:4]1[CH:8]=[CH:9][CH:10]=[C:2]([I:1])[CH:3]=1)(=[O:45])[CH3:30], predict the reactants needed to synthesize it. The reactants are: [I:1][C:2]1[CH:3]=[C:4]([CH:8]=[CH:9][CH:10]=1)[C:5]([OH:7])=O.CCN(C(C)C)C(C)C.CN(C(O[N:28]1[N:36]=N[C:30]2C=CC=C[C:29]1=2)=[N+](C)C)C.[B-](F)(F)(F)F.C1C[O:45]CC1. (5) Given the product [Br:1][C:2]1[CH:3]=[C:4]([NH2:16])[C:5]([NH:8][CH2:9][CH2:10][N:11]2[CH2:12][CH2:13][CH2:14][CH2:15]2)=[CH:6][CH:7]=1, predict the reactants needed to synthesize it. The reactants are: [Br:1][C:2]1[CH:7]=[CH:6][C:5]([NH:8][CH2:9][CH2:10][N:11]2[CH2:15][CH2:14][CH2:13][CH2:12]2)=[C:4]([N+:16]([O-])=O)[CH:3]=1. (6) Given the product [CH3:24][O:25][C:26](=[O:36])[C:27]1[CH:35]=[CH:34][C:30]([C:31]2[C:19]3=[CH:18][C:17]4[C:16]([CH3:21])([CH3:20])[CH2:15][CH2:14][C:13]([CH3:23])([CH3:22])[C:12]=4[CH:11]=[C:10]3[N:2]([CH3:1])[C:3]3[CH:8]=[CH:7][CH:6]=[CH:5][C:4]=3[N:9]=2)=[CH:29][CH:28]=1, predict the reactants needed to synthesize it. The reactants are: [CH3:1][N:2]([C:10]1[CH:19]=[CH:18][C:17]2[C:16]([CH3:21])([CH3:20])[CH2:15][CH2:14][C:13]([CH3:23])([CH3:22])[C:12]=2[CH:11]=1)[C:3]1[CH:8]=[CH:7][CH:6]=[CH:5][C:4]=1[NH2:9].[CH3:24][O:25][C:26](=[O:36])[C:27]1[CH:35]=[CH:34][C:30]([C:31](O)=O)=[CH:29][CH:28]=1.O=P(Cl)(Cl)Cl. (7) Given the product [F:16][C:9]1[CH:10]=[CH:11][C:12]([O:14][CH3:15])=[CH:13][C:8]=1[C:5]1[CH:6]=[CH:7][C:2]([CH:26]=[CH2:27])=[CH:3][C:4]=1[CH:17]([O:22][CH3:23])[C:18]([CH3:21])([CH3:20])[CH3:19], predict the reactants needed to synthesize it. The reactants are: Cl[C:2]1[CH:7]=[CH:6][C:5]([C:8]2[CH:13]=[C:12]([O:14][CH3:15])[CH:11]=[CH:10][C:9]=2[F:16])=[C:4]([CH:17]([O:22][CH3:23])[C:18]([CH3:21])([CH3:20])[CH3:19])[CH:3]=1.[F-].[Cs+].[CH:26]([Sn](CCCC)(CCCC)CCCC)=[CH2:27]. (8) Given the product [Na+:46].[N:22]1[C:21](/[CH:20]=[C:15]2\[CH:16]3[N:13]([C:14]\2=[O:37])[C:12]([C:10]([O-:11])=[O:9])=[CH:18][S:17]3)=[CH:32][N:24]2[CH2:25][C:26]3[C:31](=[CH:30][CH:29]=[CH:28][CH:27]=3)[C:23]=12, predict the reactants needed to synthesize it. The reactants are: [N+](C1C=CC(C[O:9][C:10]([C:12]2[N:13]3[C@H:16]([S:17][CH:18]=2)[C:15]([CH:20](OC(=O)C)[C:21]2[N:22]=[C:23]4[C:31]5[C:26](=[CH:27][CH:28]=[CH:29][CH:30]=5)[CH2:25][N:24]4[CH:32]=2)(Br)[C:14]3=[O:37])=[O:11])=CC=1)([O-])=O.P([O-])([O-])([O-])=O.[OH-].[Na+:46].C(OCC)(=O)C. (9) Given the product [ClH:35].[C:3]([C:5]1[C:6]([S:15][C@H:16]2[CH2:25][CH2:24][C@@H:23]3[C@H:18]([CH2:19][C@@H:20]([C:30]([OH:32])=[O:31])[NH:21][CH2:22]3)[CH2:17]2)=[CH:7][C:8]2[C:13]([CH:14]=1)=[CH:12][CH:11]=[CH:10][CH:9]=2)([OH:4])=[O:2], predict the reactants needed to synthesize it. The reactants are: C[O:2][C:3]([C:5]1[C:6]([S:15][C@H:16]2[CH2:25][CH2:24][C@@H:23]3[C@H:18]([CH2:19][C@@H:20]([C:30]([O:32]CC)=[O:31])[N:21](C(OC)=O)[CH2:22]3)[CH2:17]2)=[CH:7][C:8]2[C:13]([CH:14]=1)=[CH:12][CH:11]=[CH:10][CH:9]=2)=[O:4].[ClH:35].